Dataset: Reaction yield outcomes from USPTO patents with 853,638 reactions. Task: Predict the reaction yield, written as a fraction of the theoretical maximum amount of product (1.0 means a 100% yield; for example, 0.34 means a 34% yield). (1) The reactants are [C:1]([O:5][C:6](=[O:28])[CH2:7][C@H:8]([C:18]1[O:22][N:21]=[C:20]([C:23](OCC)=[O:24])[N:19]=1)[CH2:9][CH2:10][CH2:11][CH:12]1[CH2:17][CH2:16][CH2:15][CH2:14][CH2:13]1)([CH3:4])([CH3:3])[CH3:2].[NH2:29][NH2:30].O. The catalyst is CCO. The product is [CH:12]1([CH2:11][CH2:10][CH2:9][C@@H:8]([C:18]2[O:22][N:21]=[C:20]([C:23]([NH:29][NH2:30])=[O:24])[N:19]=2)[CH2:7][C:6]([O:5][C:1]([CH3:4])([CH3:3])[CH3:2])=[O:28])[CH2:17][CH2:16][CH2:15][CH2:14][CH2:13]1. The yield is 0.900. (2) The product is [Cl:1][C:2]1[CH:7]=[C:6]([O:8][C:9]2[CH:10]=[CH:11][C:12]([NH:16][C:32]([N:29]3[CH2:30][CH2:31][N:27]([CH2:26][CH2:25][O:24][CH3:23])[C:28]3=[O:35])=[O:33])=[N:13][C:14]=2[CH3:15])[CH:5]=[CH:4][N:3]=1. The catalyst is C(Cl)Cl. The yield is 0.810. The reactants are [Cl:1][C:2]1[CH:7]=[C:6]([O:8][C:9]2[CH:10]=[CH:11][C:12]([NH2:16])=[N:13][C:14]=2[CH3:15])[CH:5]=[CH:4][N:3]=1.N1C=CC=CC=1.[CH3:23][O:24][CH2:25][CH2:26][N:27]1[CH2:31][CH2:30][N:29]([C:32](Cl)=[O:33])[C:28]1=[O:35]. (3) The reactants are [OH:1][N:2]=[C:3](Cl)[C:4]1[C:8]([NH:9][CH2:10][CH2:11][O:12][CH3:13])=[N:7][O:6][N:5]=1.[NH2:15][C:16]1[CH:17]=[CH:18][C:19]([F:24])=[C:20]([CH:23]=1)[C:21]#[N:22]. No catalyst specified. The product is [C:21]([C:20]1[CH:23]=[C:16]([NH:15][C:3]([C:4]2[C:8]([NH:9][CH2:10][CH2:11][O:12][CH3:13])=[N:7][O:6][N:5]=2)=[N:2][OH:1])[CH:17]=[CH:18][C:19]=1[F:24])#[N:22]. The yield is 1.00. (4) The reactants are [C:1]1([S:7][C:8]2[CH:13]=[CH:12][C:11]([C:14]([CH3:17])([CH3:16])[CH3:15])=[CH:10][CH:9]=2)[CH:6]=[CH:5][CH:4]=[CH:3][CH:2]=1.[OH:18]O.C1(C)C=CC=CC=1. The catalyst is C(O)(=O)C.O.O.O.O.O.S([O-])([O-])(=O)=S.[Na+].[Na+].O.C(OCC)(=O)C. The product is [C:1]1([S:7]([C:8]2[CH:9]=[CH:10][C:11]([C:14]([CH3:17])([CH3:16])[CH3:15])=[CH:12][CH:13]=2)=[O:18])[CH:2]=[CH:3][CH:4]=[CH:5][CH:6]=1. The yield is 0.980. (5) The reactants are [Cl:1][C:2]1[CH:7]=[CH:6][C:5]([C:8]2[O:12][N:11]=[CH:10][C:9]=2[C:13]2[CH:18]=[CH:17][N:16]=[CH:15][CH:14]=2)=[CH:4][CH:3]=1.[OH-].[Na+].Cl. No catalyst specified. The product is [Cl:1][C:2]1[CH:3]=[CH:4][C:5]([C:8](=[O:12])[CH:9]([C:13]2[CH:14]=[CH:15][N:16]=[CH:17][CH:18]=2)[C:10]#[N:11])=[CH:6][CH:7]=1. The yield is 1.00. (6) The reactants are COC1C=CC(C[N:8](CC2C=CC(OC)=CC=2)[C:9]2[N:14]=[C:13]([C:15]3[CH:20]=[CH:19][CH:18]=[CH:17][C:16]=3[NH:21][C:22]3[CH:23]=[N:24][C:25]([O:28][CH3:29])=[CH:26][CH:27]=3)[N:12]=[C:11]([CH3:30])[N:10]=2)=CC=1. The yield is 0.220. The product is [CH3:29][O:28][C:25]1[N:24]=[CH:23][C:22]([NH:21][C:16]2[CH:17]=[CH:18][CH:19]=[CH:20][C:15]=2[C:13]2[N:12]=[C:11]([CH3:30])[N:10]=[C:9]([NH2:8])[N:14]=2)=[CH:27][CH:26]=1. The catalyst is C(O)(C(F)(F)F)=O.FC(F)(F)S(O)(=O)=O. (7) The reactants are [F:1][C:2]([F:25])([C:18]1[CH:23]=[CH:22][C:21]([F:24])=[CH:20][CH:19]=1)[C:3]1[N:12]=[C:11](O)[C:10]2[C:5](=[CH:6][C:7]([C:14]([O:16][CH3:17])=[O:15])=[CH:8][CH:9]=2)[N:4]=1.P(Cl)(Cl)([Cl:28])=O. No catalyst specified. The product is [Cl:28][C:11]1[C:10]2[C:5](=[CH:6][C:7]([C:14]([O:16][CH3:17])=[O:15])=[CH:8][CH:9]=2)[N:4]=[C:3]([C:2]([F:25])([F:1])[C:18]2[CH:23]=[CH:22][C:21]([F:24])=[CH:20][CH:19]=2)[N:12]=1. The yield is 0.860. (8) The reactants are [C:1]1([C@@H:7]2[CH2:9][C@H:8]2[NH:10][CH2:11][CH:12]2[CH2:17][CH2:16][N:15]([CH2:18][C:19]([O:21]C(C)(C)C)=[O:20])[CH2:14][CH2:13]2)[CH:6]=[CH:5][CH:4]=[CH:3][CH:2]=1.Cl. No catalyst specified. The product is [C:1]1([C@@H:7]2[CH2:9][C@H:8]2[NH:10][CH2:11][CH:12]2[CH2:17][CH2:16][N:15]([CH2:18][C:19]([OH:21])=[O:20])[CH2:14][CH2:13]2)[CH:6]=[CH:5][CH:4]=[CH:3][CH:2]=1. The yield is 0.630.